From a dataset of Reaction yield outcomes from USPTO patents with 853,638 reactions. Predict the reaction yield, written as a fraction of the theoretical maximum amount of product (1.0 means a 100% yield; for example, 0.34 means a 34% yield). The reactants are [CH:1]([C:3]1[C:11]2[C:6](=[CH:7][C:8]([Cl:13])=[C:9]([Cl:12])[CH:10]=2)[N:5]([C@@H:14]2[O:28][C@H:27]([CH2:29][O:30]C(C3C=CC(C)=CC=3)=O)[C@@H:16]([O:17]C(C3C=CC(C)=CC=3)=O)[CH2:15]2)[C:4]=1Cl)=[O:2].[CH3:41][O-:42].[Na+].CO.C(Cl)(Cl)Cl. The catalyst is CO. The product is [Cl:12][C:9]1[CH:10]=[C:11]2[C:6](=[CH:7][C:8]=1[Cl:13])[N:5]([C@@H:14]1[O:28][C@H:27]([CH2:16][OH:17])[C@@H:29]([OH:30])[CH2:15]1)[C:4]([O:42][CH3:41])=[C:3]2[CH:1]=[O:2]. The yield is 0.680.